From a dataset of Reaction yield outcomes from USPTO patents with 853,638 reactions. Predict the reaction yield, written as a fraction of the theoretical maximum amount of product (1.0 means a 100% yield; for example, 0.34 means a 34% yield). (1) The reactants are [NH2:1][C:2]1[CH:9]=[CH:8][CH:7]=[C:6]([NH:10][CH3:11])[C:3]=1[C:4]#[N:5].[C:12]([N:20]=[C:21]=[O:22])(=[O:19])[C:13]1[CH:18]=[CH:17][CH:16]=[CH:15][CH:14]=1. The catalyst is O1CCOCC1. The product is [C:4]([C:3]1[C:6]([NH:10][CH3:11])=[CH:7][CH:8]=[CH:9][C:2]=1[NH:1][C:21]([NH:20][C:12](=[O:19])[C:13]1[CH:14]=[CH:15][CH:16]=[CH:17][CH:18]=1)=[O:22])#[N:5]. The yield is 0.200. (2) The reactants are [CH2:1]([N:8]1[C:12](=[O:13])[N:11]([C:14]2[CH:15]=[N:16][N:17]([CH2:19][C:20]3[C:21]([CH3:26])=[N:22][O:23][C:24]=3[CH3:25])[CH:18]=2)[C:10](=[O:27])[NH:9]1)[C:2]1[CH:7]=[CH:6][CH:5]=[CH:4][CH:3]=1.Br[CH2:29][CH2:30][CH3:31]. No catalyst specified. The product is [CH2:1]([N:8]1[C:12](=[O:13])[N:11]([C:14]2[CH:15]=[N:16][N:17]([CH2:19][C:20]3[C:21]([CH3:26])=[N:22][O:23][C:24]=3[CH3:25])[CH:18]=2)[C:10](=[O:27])[N:9]1[CH2:29][CH2:30][CH3:31])[C:2]1[CH:3]=[CH:4][CH:5]=[CH:6][CH:7]=1. The yield is 0.380. (3) The reactants are [CH3:1]I.[CH2:3]([O:5][C:6](=[O:22])[C:7](=[C:13]([SH:21])[NH:14][C:15]1[CH:20]=[CH:19][CH:18]=[CH:17][CH:16]=1)[C:8]([O:10][CH2:11][CH3:12])=[O:9])[CH3:4].[Na]. The catalyst is CN(C=O)C. The product is [CH2:11]([O:10][C:8](=[O:9])[C:7](=[C:13]([S:21][CH3:1])[NH:14][C:15]1[CH:16]=[CH:17][CH:18]=[CH:19][CH:20]=1)[C:6]([O:5][CH2:3][CH3:4])=[O:22])[CH3:12]. The yield is 0.840. (4) The reactants are OS(O)(=O)=O.[N+:6]([O-:9])(O)=[O:7].[F:10][C:11]1[C:19]([F:20])=[C:18]([F:21])[CH:17]=[CH:16][C:12]=1[C:13]([OH:15])=[O:14]. No catalyst specified. The product is [F:10][C:11]1[C:19]([F:20])=[C:18]([F:21])[C:17]([N+:6]([O-:9])=[O:7])=[CH:16][C:12]=1[C:13]([OH:15])=[O:14]. The yield is 0.920. (5) The reactants are [C:1]1([C:7]2[NH:8][C:9]([C:22]3[CH:27]=[CH:26][N:25]=[CH:24][CH:23]=3)=[C:10]([C:12]3[CH:13]=[C:14]4[C:18](=[CH:19][CH:20]=3)[C:17](=O)[CH2:16][CH2:15]4)[N:11]=2)[CH:6]=[CH:5][CH:4]=[CH:3][CH:2]=1.Cl.[NH2:29][OH:30].Cl. The catalyst is [OH-].[Na+].C(O)C. The product is [C:1]1([C:7]2[NH:8][C:9]([C:22]3[CH:27]=[CH:26][N:25]=[CH:24][CH:23]=3)=[C:10]([C:12]3[CH:13]=[C:14]4[C:18](=[CH:19][CH:20]=3)[C:17](=[N:29][OH:30])[CH2:16][CH2:15]4)[N:11]=2)[CH:6]=[CH:5][CH:4]=[CH:3][CH:2]=1. The yield is 0.800. (6) The reactants are [CH:1]([C:4]1[CH:9]=[CH:8][CH:7]=[CH:6][C:5]=1[OH:10])([CH3:3])[CH3:2].[C:11]1(=O)[O:16][C:14](=[O:15])[C:13]2=[CH:17][CH:18]=[CH:19][CH:20]=[C:12]12. The catalyst is [Cl-].[Zn+2].[Cl-]. The product is [OH:10][C:5]1[CH:6]=[CH:7][C:8]([C:11]2([C:8]3[CH:7]=[CH:6][C:5]([OH:10])=[C:4]([CH:1]([CH3:3])[CH3:2])[CH:9]=3)[C:12]3[C:13](=[CH:17][CH:18]=[CH:19][CH:20]=3)[C:14](=[O:15])[O:16]2)=[CH:9][C:4]=1[CH:1]([CH3:3])[CH3:2]. The yield is 0.960. (7) The reactants are [F:1][C:2]1[CH:12]=[C:11]([CH3:13])[C:10]([F:14])=[CH:9][C:3]=1[C:4]([O:6][CH2:7][CH3:8])=[O:5].[Br:15]N1C(=O)CCC1=O.C(OOC(=O)C1C=CC=CC=1)(=O)C1C=CC=CC=1.S([O-])([O-])(=O)=S.[Na+].[Na+].C(N(CC)C(C)C)(C)C.P([O-])(OCC)(OCC)=O.Cl. The catalyst is ClC(Cl)C.C(OCC)(=O)C.O. The product is [Br:15][CH2:13][C:11]1[C:10]([F:14])=[CH:9][C:3]([C:4]([O:6][CH2:7][CH3:8])=[O:5])=[C:2]([F:1])[CH:12]=1. The yield is 0.750. (8) The reactants are [CH2:1]([C:5]1[C:9]([CH:10]=O)=[CH:8][N:7]([C:12]2[CH:17]=[CH:16][C:15]([C:18]([F:21])([F:20])[F:19])=[CH:14][N:13]=2)[N:6]=1)[CH2:2][CH2:3][CH3:4].C(OP([CH2:30][C:31]([O:33][CH2:34][CH3:35])=[O:32])(OCC)=O)C.CN(C)C=O.[H-].[Na+]. The catalyst is O. The product is [CH2:1]([C:5]1[C:9](/[CH:10]=[CH:30]/[C:31]([O:33][CH2:34][CH3:35])=[O:32])=[CH:8][N:7]([C:12]2[CH:17]=[CH:16][C:15]([C:18]([F:21])([F:20])[F:19])=[CH:14][N:13]=2)[N:6]=1)[CH2:2][CH2:3][CH3:4]. The yield is 0.900. (9) The product is [CH3:15][C:13]1[CH:12]=[CH:11][N:10]=[C:9]([NH:8][C:6]2[N:7]=[C:2]([C:22]3[S:23][C:19]([C:16](=[O:18])[CH3:17])=[CH:20][CH:21]=3)[CH:3]=[CH:4][CH:5]=2)[CH:14]=1. The reactants are Br[C:2]1[N:7]=[C:6]([NH:8][C:9]2[CH:14]=[C:13]([CH3:15])[CH:12]=[CH:11][N:10]=2)[CH:5]=[CH:4][CH:3]=1.[C:16]([C:19]1[S:23][C:22](B(O)O)=[CH:21][CH:20]=1)(=[O:18])[CH3:17].C(=O)([O-])O.[Na+].O. The catalyst is C(COC)OC.O. The yield is 0.360.